This data is from Reaction yield outcomes from USPTO patents with 853,638 reactions. The task is: Predict the reaction yield, written as a fraction of the theoretical maximum amount of product (1.0 means a 100% yield; for example, 0.34 means a 34% yield). (1) The reactants are [CH2:1]([N:8]1[CH2:13][CH2:12][CH:11]([NH:14][C:15]2[N:22]=[CH:21][CH:20]=[CH:19][C:16]=2[CH2:17]Cl)[CH2:10][CH2:9]1)[C:2]1[CH:7]=[CH:6][CH:5]=[CH:4][CH:3]=1.C(N(CC)CC)C.[F:30][C:31]1[CH:45]=[CH:44][C:34]([CH2:35][N:36]2[CH2:41][CH2:40][O:39][CH:38]([CH2:42][NH2:43])[CH2:37]2)=[CH:33][CH:32]=1.CCCCCC.CC(=O)[O:54]CC. The yield is 0.530. No catalyst specified. The product is [CH2:1]([N:8]1[CH2:13][CH2:12][CH:11]([NH:14][C:15]2[N:22]=[CH:21][CH:20]=[CH:19][C:16]=2[C:17]([NH:43][CH2:42][CH:38]2[O:39][CH2:40][CH2:41][N:36]([CH2:35][C:34]3[CH:44]=[CH:45][C:31]([F:30])=[CH:32][CH:33]=3)[CH2:37]2)=[O:54])[CH2:10][CH2:9]1)[C:2]1[CH:7]=[CH:6][CH:5]=[CH:4][CH:3]=1. (2) The reactants are [CH2:1]([Zn]CC)C.CCCCCC.FC(F)(F)C(O)=O.ICI.[CH3:22][C:23]1[CH:28]=[CH:27][C:26]([C:29]([CH:31]([CH3:33])[CH3:32])=[CH2:30])=[CH:25][CH:24]=1.[Cl-].[NH4+]. The catalyst is C(Cl)Cl. The product is [CH:31]([C:29]1([C:26]2[CH:27]=[CH:28][C:23]([CH3:22])=[CH:24][CH:25]=2)[CH2:1][CH2:30]1)([CH3:33])[CH3:32]. The yield is 0.670.